Predict the product of the given reaction. From a dataset of Forward reaction prediction with 1.9M reactions from USPTO patents (1976-2016). Given the reactants [C:1](=[O:39])([O:3][CH:4]([C:29]1[CH:34]=[CH:33][CH:32]=[CH:31][C:30]=1[C:35]([F:38])([F:37])[F:36])[CH2:5][NH:6][C:7](=[O:28])[CH2:8][N:9]1[C:13](=[O:14])[N:12](/[CH:15]=[CH:16]/[C:17]([F:20])([F:19])[F:18])[C:11]([C:21]2[CH:26]=[CH:25][C:24]([Cl:27])=[CH:23][CH:22]=2)=[N:10]1)[NH2:2], predict the reaction product. The product is: [C:1](=[O:39])([O:3][CH:4]([C:29]1[CH:34]=[CH:33][CH:32]=[CH:31][C:30]=1[C:35]([F:37])([F:36])[F:38])[CH2:5][NH:6][C:7](=[O:28])[CH2:8][N:9]1[C:13](=[O:14])[N:12]([CH2:15][CH2:16][C:17]([F:20])([F:18])[F:19])[C:11]([C:21]2[CH:26]=[CH:25][C:24]([Cl:27])=[CH:23][CH:22]=2)=[N:10]1)[NH2:2].